Dataset: Buchwald-Hartwig C-N cross coupling reaction yields with 55,370 reactions. Task: Predict the reaction yield, written as a fraction of the theoretical maximum amount of product (1.0 means a 100% yield; for example, 0.34 means a 34% yield). (1) The yield is 0.00610. The product is CCc1ccc(Nc2ccc(C)cc2)cc1. No catalyst specified. The reactants are CCc1ccc(Cl)cc1.Cc1ccc(N)cc1.O=S(=O)(O[Pd]1c2ccccc2-c2ccccc2N~1)C(F)(F)F.CC(C)c1cc(C(C)C)c(-c2ccccc2P(C(C)(C)C)C(C)(C)C)c(C(C)C)c1.CN1CCCN2CCCN=C12.COC(=O)c1cc(-c2ccco2)on1. (2) The reactants are Clc1cccnc1.Cc1ccc(N)cc1.O=S(=O)(O[Pd]1c2ccccc2-c2ccccc2N~1)C(F)(F)F.CC(C)c1cc(C(C)C)c(-c2ccccc2P(C(C)(C)C)C(C)(C)C)c(C(C)C)c1.CN1CCCN2CCCN=C12.c1ccc(-c2ccno2)cc1. No catalyst specified. The product is Cc1ccc(Nc2cccnc2)cc1. The yield is 0.356.